Dataset: Peptide-MHC class II binding affinity with 134,281 pairs from IEDB. Task: Regression. Given a peptide amino acid sequence and an MHC pseudo amino acid sequence, predict their binding affinity value. This is MHC class II binding data. (1) The peptide sequence is GKKYFAATQFEPLAA. The MHC is HLA-DPA10201-DPB11401 with pseudo-sequence HLA-DPA10201-DPB11401. The binding affinity (normalized) is 0.783. (2) The peptide sequence is VAEAAGKTKEGVLYV. The MHC is DRB1_0101 with pseudo-sequence DRB1_0101. The binding affinity (normalized) is 0. (3) The peptide sequence is YGIIVPVLTSLFNKV. The MHC is DRB1_0401 with pseudo-sequence DRB1_0401. The binding affinity (normalized) is 0.936. (4) The peptide sequence is PDNVKPIYIVTPTNA. The MHC is HLA-DPA10201-DPB10501 with pseudo-sequence HLA-DPA10201-DPB10501. The binding affinity (normalized) is 0.159. (5) The peptide sequence is YDKFLANVSTVETGK. The MHC is DRB1_1101 with pseudo-sequence DRB1_1101. The binding affinity (normalized) is 0.506.